Dataset: NCI-60 drug combinations with 297,098 pairs across 59 cell lines. Task: Regression. Given two drug SMILES strings and cell line genomic features, predict the synergy score measuring deviation from expected non-interaction effect. (1) Drug 1: CCC1(C2=C(COC1=O)C(=O)N3CC4=CC5=C(C=CC(=C5CN(C)C)O)N=C4C3=C2)O.Cl. Drug 2: C1C(C(OC1N2C=NC(=NC2=O)N)CO)O. Cell line: SK-OV-3. Synergy scores: CSS=22.3, Synergy_ZIP=-4.95, Synergy_Bliss=-0.120, Synergy_Loewe=-35.1, Synergy_HSA=-3.82. (2) Drug 1: CC1C(C(=O)NC(C(=O)N2CCCC2C(=O)N(CC(=O)N(C(C(=O)O1)C(C)C)C)C)C(C)C)NC(=O)C3=C4C(=C(C=C3)C)OC5=C(C(=O)C(=C(C5=N4)C(=O)NC6C(OC(=O)C(N(C(=O)CN(C(=O)C7CCCN7C(=O)C(NC6=O)C(C)C)C)C)C(C)C)C)N)C. Drug 2: COC1=NC(=NC2=C1N=CN2C3C(C(C(O3)CO)O)O)N. Cell line: SK-MEL-5. Synergy scores: CSS=8.45, Synergy_ZIP=2.43, Synergy_Bliss=-0.136, Synergy_Loewe=-8.78, Synergy_HSA=-0.665. (3) Drug 1: COC1=CC(=CC(=C1O)OC)C2C3C(COC3=O)C(C4=CC5=C(C=C24)OCO5)OC6C(C(C7C(O6)COC(O7)C8=CC=CS8)O)O. Drug 2: C1CN(P(=O)(OC1)NCCCl)CCCl. Cell line: SK-OV-3. Synergy scores: CSS=25.7, Synergy_ZIP=-6.98, Synergy_Bliss=1.29, Synergy_Loewe=-69.2, Synergy_HSA=0.478. (4) Drug 1: CN1CCC(CC1)COC2=C(C=C3C(=C2)N=CN=C3NC4=C(C=C(C=C4)Br)F)OC. Drug 2: C1=NC2=C(N=C(N=C2N1C3C(C(C(O3)CO)O)O)F)N. Cell line: NCIH23. Synergy scores: CSS=4.23, Synergy_ZIP=-1.64, Synergy_Bliss=-0.343, Synergy_Loewe=-2.59, Synergy_HSA=-1.64. (5) Drug 1: CNC(=O)C1=CC=CC=C1SC2=CC3=C(C=C2)C(=NN3)C=CC4=CC=CC=N4. Drug 2: CCC(=C(C1=CC=CC=C1)C2=CC=C(C=C2)OCCN(C)C)C3=CC=CC=C3.C(C(=O)O)C(CC(=O)O)(C(=O)O)O. Cell line: SF-539. Synergy scores: CSS=7.85, Synergy_ZIP=-6.26, Synergy_Bliss=-4.45, Synergy_Loewe=-9.34, Synergy_HSA=-4.09. (6) Drug 1: C1=NC2=C(N1)C(=S)N=CN2. Drug 2: CC1=C(C(=O)C2=C(C1=O)N3CC4C(C3(C2COC(=O)N)OC)N4)N. Cell line: BT-549. Synergy scores: CSS=37.1, Synergy_ZIP=-11.0, Synergy_Bliss=-2.17, Synergy_Loewe=-1.23, Synergy_HSA=0.262.